Task: Predict the reactants needed to synthesize the given product.. Dataset: Full USPTO retrosynthesis dataset with 1.9M reactions from patents (1976-2016) (1) Given the product [CH2:15]([N:9]1[C:8]2[CH:14]=[C:4]([N+:1]([O-:3])=[O:2])[CH:5]=[CH:6][C:7]=2[O:13][CH2:12][CH2:11][CH2:10]1)[CH3:16], predict the reactants needed to synthesize it. The reactants are: [N+:1]([C:4]1[CH:5]=[CH:6][C:7]2[O:13][CH2:12][CH2:11][CH2:10][NH:9][C:8]=2[CH:14]=1)([O-:3])=[O:2].[CH:15](=O)[CH3:16].C(O)(=O)C.C(O[BH-](OC(=O)C)OC(=O)C)(=O)C.[Na+].C(=O)(O)[O-].[Na+]. (2) Given the product [N:1]1[C:10]2[C:5](=[CH:6][CH:7]=[CH:8][C:9]=2[CH2:11][NH:22][CH:19]2[CH2:21][CH2:20]2)[CH:4]=[CH:3][CH:2]=1, predict the reactants needed to synthesize it. The reactants are: [N:1]1[C:10]2[C:5](=[CH:6][CH:7]=[CH:8][C:9]=2[CH:11]=O)[CH:4]=[CH:3][CH:2]=1.S([O-])([O-])(=O)=O.[Mg+2].[CH:19]1([NH2:22])[CH2:21][CH2:20]1.[BH4-].[Na+].